Dataset: Peptide-MHC class II binding affinity with 134,281 pairs from IEDB. Task: Regression. Given a peptide amino acid sequence and an MHC pseudo amino acid sequence, predict their binding affinity value. This is MHC class II binding data. (1) The peptide sequence is DAYVATLTEALRVIA. The MHC is DRB1_0404 with pseudo-sequence DRB1_0404. The binding affinity (normalized) is 0.362. (2) The peptide sequence is KTMAVCTNAKVTAKG. The MHC is HLA-DQA10102-DQB10602 with pseudo-sequence HLA-DQA10102-DQB10602. The binding affinity (normalized) is 0.233. (3) The peptide sequence is GTLHDKKSMGDDHFW. The MHC is HLA-DQA10501-DQB10301 with pseudo-sequence HLA-DQA10501-DQB10301. The binding affinity (normalized) is 0.281. (4) The peptide sequence is FLAVALVAGPAGSYA. The MHC is DRB1_0301 with pseudo-sequence DRB1_0301. The binding affinity (normalized) is 0.0664. (5) The peptide sequence is KYNLNRAMMLDDLTM. The MHC is DRB1_0401 with pseudo-sequence DRB1_0401. The binding affinity (normalized) is 0.997. (6) The peptide sequence is AFKYAATAANAAPAN. The MHC is DRB1_1001 with pseudo-sequence DRB1_1001. The binding affinity (normalized) is 0.916. (7) The peptide sequence is GEIYKRWIILGLNKI. The MHC is DRB1_1101 with pseudo-sequence DRB1_1101. The binding affinity (normalized) is 0.504. (8) The peptide sequence is EKPMNVQSLGWNIIT. The MHC is HLA-DQA10303-DQB10402 with pseudo-sequence HLA-DQA10303-DQB10402. The binding affinity (normalized) is 0.318. (9) The peptide sequence is AAPANPGLIIGA. The MHC is DRB3_0101 with pseudo-sequence DRB3_0101. The binding affinity (normalized) is 0.0748.